This data is from CYP2D6 inhibition data for predicting drug metabolism from PubChem BioAssay. The task is: Regression/Classification. Given a drug SMILES string, predict its absorption, distribution, metabolism, or excretion properties. Task type varies by dataset: regression for continuous measurements (e.g., permeability, clearance, half-life) or binary classification for categorical outcomes (e.g., BBB penetration, CYP inhibition). Dataset: cyp2d6_veith. (1) The compound is CO[C@H]1C[C@@H]2C[C@H](O)C[C@@H](CC(=O)O[C@@H](/C=C\CC(C)C)C[C@@H]3CC[C@H](C)[C@@H](C1)O3)O2. The result is 0 (non-inhibitor). (2) The drug is CCC(=O)O[C@H]1CC[C@H]2[C@@H]3CCC4=CC(=O)CC[C@]4(C)[C@H]3CC[C@]12C. The result is 0 (non-inhibitor). (3) The result is 0 (non-inhibitor). The molecule is Cc1nc2ccc3nc(NC(=O)c4ccc(S(=O)(=O)N5CCOCC5)cc4)sc3c2s1. (4) The result is 1 (inhibitor). The compound is Cc1oc(-c2ccccc2F)nc1CSCC(=O)NCc1ccc2c(c1)OCO2. (5) The molecule is Cc1ccc(C(=O)Nc2ccc(S(=O)(=O)[O-])c3cc(S(=O)(=O)[O-])cc(S(=O)(=O)[O-])c23)cc1NC(=O)c1cccc(NC(=O)Nc2cccc(C(=O)Nc3cc(C(=O)Nc4ccc(S(=O)(=O)[O-])c5cc(S(=O)(=O)[O-])cc(S(=O)(=O)[O-])c45)ccc3C)c2)c1. The result is 0 (non-inhibitor). (6) The drug is COc1ccc(NC(=O)N2CCCC3(CCN(C(=O)c4ccco4)CC3)C2)cc1. The result is 0 (non-inhibitor). (7) The compound is Cc1ccc(C2C(=O)N(C3CCCC3)CC(=O)N2CC2COc3ccccc3O2)cc1. The result is 0 (non-inhibitor). (8) The drug is N#Cc1cccc(-c2nccc(NCc3ccccc3)n2)c1. The result is 1 (inhibitor).